Task: Predict the reactants needed to synthesize the given product.. Dataset: Full USPTO retrosynthesis dataset with 1.9M reactions from patents (1976-2016) (1) The reactants are: [F:1][C:2]1[C:3]([CH3:35])=[N:4][C:5]([NH:8][C:9]2[S:10][C:11]3[CH2:17][CH2:16][N:15]([CH2:18][CH2:19][O:20][CH3:21])[C:14]4=[N:22][N:23](CC5C=CC(OC)=CC=5)[CH:24]=[C:13]4[C:12]=3[N:34]=2)=[N:6][CH:7]=1. Given the product [F:1][C:2]1[C:3]([CH3:35])=[N:4][C:5]([NH:8][C:9]2[S:10][C:11]3[CH2:17][CH2:16][N:15]([CH2:18][CH2:19][O:20][CH3:21])[C:14]4=[N:22][NH:23][CH:24]=[C:13]4[C:12]=3[N:34]=2)=[N:6][CH:7]=1, predict the reactants needed to synthesize it. (2) Given the product [F:1][C:2]1[CH:25]=[CH:24][C:5]([C:6]([NH:8][C@@H:9]([CH2:10][CH2:11][CH2:12][C:13]([NH:70][C@@H:68]2[CH2:69][C@H:67]2[C:64]2[CH:65]=[CH:66][C:61]([O:60][CH3:59])=[CH:62][CH:63]=2)=[O:14])[C:16]([N:18]2[CH2:19][CH2:20][O:21][CH2:22][CH2:23]2)=[O:17])=[O:7])=[CH:4][CH:3]=1, predict the reactants needed to synthesize it. The reactants are: [F:1][C:2]1[CH:25]=[CH:24][C:5]([C:6]([NH:8][C@H:9]([C:16]([N:18]2[CH2:23][CH2:22][O:21][CH2:20][CH2:19]2)=[O:17])[CH2:10][CH2:11][CH2:12][C:13](O)=[O:14])=[O:7])=[CH:4][CH:3]=1.CN(C(ON1N=NC2C=CC=NC1=2)=[N+](C)C)C.F[P-](F)(F)(F)(F)F.CCN(C(C)C)C(C)C.[CH3:59][O:60][C:61]1[CH:66]=[CH:65][C:64]([C@@H:67]2[CH2:69][C@H:68]2[NH2:70])=[CH:63][CH:62]=1. (3) Given the product [N+:11]([C:8]1[CH:9]=[CH:10][C:5]([C:3]2[N:15]=[C:14]([CH:17]3[CH2:22][CH2:21][N:20]([C:23]([O:25][C:26]([CH3:29])([CH3:28])[CH3:27])=[O:24])[CH2:19][CH2:18]3)[S:16][CH:2]=2)=[CH:6][CH:7]=1)([O-:13])=[O:12], predict the reactants needed to synthesize it. The reactants are: Br[CH2:2][C:3]([C:5]1[CH:10]=[CH:9][C:8]([N+:11]([O-:13])=[O:12])=[CH:7][CH:6]=1)=O.[C:14]([CH:17]1[CH2:22][CH2:21][N:20]([C:23]([O:25][C:26]([CH3:29])([CH3:28])[CH3:27])=[O:24])[CH2:19][CH2:18]1)(=[S:16])[NH2:15]. (4) Given the product [F:1][C:2]([F:7])([F:6])[C:3]([OH:5])=[O:4].[F:8][C:9]([F:14])([F:13])[C:10]([OH:12])=[O:11].[F:15][C:16]([F:21])([F:20])[C:17]([OH:19])=[O:18].[Cl:22][C:23]1[CH:24]=[N:25][C:26]2[NH:27][C:28]3[CH:29]=[N:30][CH:31]=[C:32]([CH:53]=3)[CH2:33][CH2:34][C:35]3[CH:43]=[C:39]([NH:40][C:41]=1[N:42]=2)[CH:38]=[CH:37][C:36]=3[O:44][CH2:45][CH2:46][CH:47]1[CH2:48][CH2:49][N:50]([C:55]([NH:54][C:57]2[CH:58]=[CH:59][CH:60]=[C:61]([N:63]3[CH2:64][CH2:65][O:66][CH2:67][CH2:68]3)[N:62]=2)=[O:56])[CH2:51][CH2:52]1, predict the reactants needed to synthesize it. The reactants are: [F:1][C:2]([F:7])([F:6])[C:3]([OH:5])=[O:4].[F:8][C:9]([F:14])([F:13])[C:10]([OH:12])=[O:11].[F:15][C:16]([F:21])([F:20])[C:17]([OH:19])=[O:18].[Cl:22][C:23]1[CH:24]=[N:25][C:26]2[NH:27][C:28]3[CH:29]=[N:30][CH:31]=[C:32]([CH:53]=3)[CH2:33][CH2:34][C:35]3[CH:43]=[C:39]([NH:40][C:41]=1[N:42]=2)[CH:38]=[CH:37][C:36]=3[O:44][CH2:45][CH2:46][CH:47]1[CH2:52][CH2:51][NH:50][CH2:49][CH2:48]1.[N:54]([C:57]1[N:62]=[C:61]([N:63]2[CH2:68][CH2:67][O:66][CH2:65][CH2:64]2)[CH:60]=[CH:59][CH:58]=1)=[C:55]=[O:56]. (5) The reactants are: [CH3:1][O:2][C:3](=[O:35])[C@@H:4]([NH:15]C(C1C=CC=CC=1)(C1C=CC=CC=1)C1C=CC=CC=1)[C@H:5]([NH:7][C:8]([O:10][C:11]([CH3:14])([CH3:13])[CH3:12])=[O:9])[CH3:6].CO.CCOC(C)=O. Given the product [CH3:1][O:2][C:3](=[O:35])[C@@H:4]([NH2:15])[C@H:5]([NH:7][C:8]([O:10][C:11]([CH3:13])([CH3:12])[CH3:14])=[O:9])[CH3:6], predict the reactants needed to synthesize it. (6) The reactants are: [CH3:1][O:2][C:3]([C:5]1[NH:6][CH:7]([C:12]2[CH:17]=[CH:16][C:15]([Cl:18])=[C:14]([O:19][CH3:20])[C:13]=2[F:21])[CH2:8][C:9](=[O:11])[CH:10]=1)=[O:4].S(Cl)([Cl:25])(=O)=O. Given the product [CH3:1][O:2][C:3]([C:5]1[NH:6][CH:7]([C:12]2[CH:17]=[CH:16][C:15]([Cl:18])=[C:14]([O:19][CH3:20])[C:13]=2[F:21])[CH2:8][C:9](=[O:11])[C:10]=1[Cl:25])=[O:4], predict the reactants needed to synthesize it. (7) The reactants are: [O:1]1[CH2:3][CH:2]1[CH2:4][O:5][C:6]1[CH:7]=[C:8]([CH:11]=[CH:12][CH:13]=1)[CH:9]=O.[CH:14]1([NH2:19])[CH2:18][CH2:17][CH2:16][CH2:15]1.[BH4-].[Na+]. Given the product [O:1]1[CH2:3][CH:2]1[CH2:4][O:5][C:6]1[CH:7]=[C:8]([CH:11]=[CH:12][CH:13]=1)[CH2:9][NH:19][CH:14]1[CH2:18][CH2:17][CH2:16][CH2:15]1, predict the reactants needed to synthesize it. (8) Given the product [CH2:12]([CH:14]([CH2:17][CH2:18][CH2:19][CH3:20])[CH2:15][O:1][N:2]=[C:3]([C:8]([O:10][CH3:11])=[O:9])[C:4]([O:6][CH3:7])=[O:5])[CH3:13], predict the reactants needed to synthesize it. The reactants are: [OH:1][N:2]=[C:3]([C:8]([O:10][CH3:11])=[O:9])[C:4]([O:6][CH3:7])=[O:5].[CH2:12]([CH:14]([CH2:17][CH2:18][CH2:19][CH3:20])[CH2:15]Br)[CH3:13].C(=O)([O-])[O-].[K+].[K+].O.